Dataset: Full USPTO retrosynthesis dataset with 1.9M reactions from patents (1976-2016). Task: Predict the reactants needed to synthesize the given product. (1) Given the product [ClH:1].[NH2:38][CH2:37][C:36]([O:35][C@H:32]1[CH2:31][CH2:30][C@H:29]([NH:28][C:6]2[CH:7]=[C:8]([N:12]3[C:20]4[CH2:19][C:18]([CH3:22])([CH3:21])[CH2:17][C:16](=[O:23])[C:15]=4[C:14]([C:24]([F:27])([F:25])[F:26])=[CH:13]3)[CH:9]=[C:10]([F:11])[C:5]=2[C:2](=[O:4])[NH2:3])[CH2:34][CH2:33]1)=[O:46], predict the reactants needed to synthesize it. The reactants are: [ClH:1].[C:2]([C:5]1[C:10]([F:11])=[CH:9][C:8]([N:12]2[C:20]3[CH2:19][C:18]([CH3:22])([CH3:21])[CH2:17][C:16](=[O:23])[C:15]=3[C:14]([C:24]([F:27])([F:26])[F:25])=[CH:13]2)=[CH:7][C:6]=1[NH:28][CH:29]1[CH2:34][CH2:33][CH:32]([O:35][C:36](=[O:46])[CH2:37][NH:38]C(OC(C)(C)C)=O)[CH2:31][CH2:30]1)(=[O:4])[NH2:3]. (2) Given the product [F:34][C:35]([F:39])([F:38])[CH2:36][NH:37][C:28]([C:23]1[CH:24]=[N:25][C:26]2[C:21]([CH:22]=1)=[CH:20][CH:19]=[C:18]([NH:17][C:15]([C:10]1[C:9]([C:6]3[CH:5]=[CH:4][C:3]([C:2]([F:32])([F:1])[F:31])=[CH:8][CH:7]=3)=[CH:14][CH:13]=[CH:12][CH:11]=1)=[O:16])[CH:27]=2)=[O:29], predict the reactants needed to synthesize it. The reactants are: [F:1][C:2]([F:32])([F:31])[C:3]1[CH:8]=[CH:7][C:6]([C:9]2[C:10]([C:15]([NH:17][C:18]3[CH:27]=[C:26]4[C:21]([CH:22]=[C:23]([C:28](O)=[O:29])[CH:24]=[N:25]4)=[CH:20][CH:19]=3)=[O:16])=[CH:11][CH:12]=[CH:13][CH:14]=2)=[CH:5][CH:4]=1.Cl.[F:34][C:35]([F:39])([F:38])[CH2:36][NH2:37].Cl.CN(C)CCCN=C=NCC.ON1C2C=CC=CC=2N=N1.C(N(CC)CC)C. (3) The reactants are: C(OC([NH:8]/[C:9](=[N:38]\C(OC(C)(C)C)=O)/[N:10]([CH3:37])[CH2:11][C:12]([NH:14][CH2:15][CH2:16][CH2:17][P+:18]([C:31]1[CH:36]=[CH:35][CH:34]=[CH:33][CH:32]=1)([C:25]1[CH:30]=[CH:29][CH:28]=[CH:27][CH:26]=1)[C:19]1[CH:24]=[CH:23][CH:22]=[CH:21][CH:20]=1)=[O:13])=O)(C)(C)C.[Br-].[F:47][C:48]([F:53])([F:52])[C:49]([OH:51])=[O:50]. Given the product [F:47][C:48]([F:53])([F:52])[C:49]([O-:51])=[O:50].[F:47][C:48]([F:53])([F:52])[C:49]([O-:51])=[O:50].[NH3+:38][C:9](=[NH:8])[N:10]([CH3:37])[CH2:11][C:12]([NH:14][CH2:15][CH2:16][CH2:17][P+:18]([C:19]1[CH:24]=[CH:23][CH:22]=[CH:21][CH:20]=1)([C:25]1[CH:26]=[CH:27][CH:28]=[CH:29][CH:30]=1)[C:31]1[CH:36]=[CH:35][CH:34]=[CH:33][CH:32]=1)=[O:13], predict the reactants needed to synthesize it.